Dataset: Forward reaction prediction with 1.9M reactions from USPTO patents (1976-2016). Task: Predict the product of the given reaction. (1) Given the reactants Cl.Cl[C:3]1[N:8]=[CH:7][N:6]=[C:5]([N:9]2[C:13](=[O:14])[C:12]([N:15]3[CH:19]=[CH:18][N:17]=[CH:16]3)=[CH:11][NH:10]2)[CH:4]=1.Cl.[F:21][C:22]1([F:27])[CH2:26][CH2:25][NH:24][CH2:23]1.C(N(C(C)C)C(C)C)C, predict the reaction product. The product is: [F:21][C:22]1([F:27])[CH2:26][CH2:25][N:24]([C:3]2[N:8]=[CH:7][N:6]=[C:5]([N:9]3[C:13](=[O:14])[C:12]([N:15]4[CH:19]=[CH:18][N:17]=[CH:16]4)=[CH:11][NH:10]3)[CH:4]=2)[CH2:23]1. (2) Given the reactants [CH2:1]([C:3]1[CH:8]=[CH:7][CH:6]=[C:5]([CH2:9][CH3:10])[C:4]=1[C:11]1[CH:12]=[C:13]2[CH:19]=[CH:18][NH:17][C:14]2=[CH:15][N:16]=1)[CH3:2].[H-].[Na+].Cl[CH2:23][C:24]1[CH:29]=[C:28]([CH:30](C)C)[CH:27]=[CH:26][C:25]=1[CH3:33].O, predict the reaction product. The product is: [CH2:1]([C:3]1[CH:8]=[CH:7][CH:6]=[C:5]([CH2:9][CH3:10])[C:4]=1[C:11]1[CH:12]=[C:13]2[CH:19]=[CH:18][N:17]([CH2:23][C:24]3[CH:29]=[C:28]([CH3:30])[CH:27]=[CH:26][C:25]=3[CH3:33])[C:14]2=[CH:15][N:16]=1)[CH3:2].